From a dataset of Reaction yield outcomes from USPTO patents with 853,638 reactions. Predict the reaction yield, written as a fraction of the theoretical maximum amount of product (1.0 means a 100% yield; for example, 0.34 means a 34% yield). (1) The reactants are [NH:1]1[C:5]2=[N:6][CH:7]=[CH:8][CH:9]=[C:4]2[CH:3]=[CH:2]1.C=O.Cl.CNC.CI.[Si](C#N)(C)(C)C.CC[CH2:26][CH2:27][N+:28](CCCC)(CCCC)CCCC.[F-]. The catalyst is C(O)(C)C. The product is [NH:1]1[C:5]2=[N:6][CH:7]=[CH:8][CH:9]=[C:4]2[C:3]([CH2:26][C:27]#[N:28])=[CH:2]1. The yield is 0.280. (2) The reactants are C(OC([NH:8][C@@H:9]([CH2:18][S:19][CH2:20][C:21]1[CH:26]=[CH:25][C:24]([O:27][CH3:28])=[CH:23][CH:22]=1)[CH2:10][O:11][C:12](=[O:17])[C:13]([CH3:16])([CH3:15])[CH3:14])=O)(C)(C)C.Cl.O1CCOCC1. The catalyst is ClCCl. The product is [NH2:8][C@@H:9]([CH2:18][S:19][CH2:20][C:21]1[CH:26]=[CH:25][C:24]([O:27][CH3:28])=[CH:23][CH:22]=1)[CH2:10][O:11][C:12](=[O:17])[C:13]([CH3:16])([CH3:15])[CH3:14]. The yield is 0.950. (3) The reactants are [H-].[H-].[H-].[H-].[Li+].[Al+3].[CH2:7]([C:12]1([C:18](OC)=[O:19])[CH2:17][CH2:16][CH2:15][CH2:14][CH2:13]1)[CH2:8][CH2:9][CH2:10][CH3:11].[OH-].[Na+].[NH4+].[Cl-]. The catalyst is CCOCC.O. The product is [CH2:7]([C:12]1([CH2:18][OH:19])[CH2:13][CH2:14][CH2:15][CH2:16][CH2:17]1)[CH2:8][CH2:9][CH2:10][CH3:11]. The yield is 0.420.